Dataset: Forward reaction prediction with 1.9M reactions from USPTO patents (1976-2016). Task: Predict the product of the given reaction. (1) Given the reactants [SH:1][C:2]1[CH:7]=[CH:6][C:5]([CH2:8][C:9]([O:11][CH2:12][CH3:13])=[O:10])=[CH:4][CH:3]=1.[CH2:14](I)[CH3:15], predict the reaction product. The product is: [CH2:14]([S:1][C:2]1[CH:3]=[CH:4][C:5]([CH2:8][C:9]([O:11][CH2:12][CH3:13])=[O:10])=[CH:6][CH:7]=1)[CH3:15]. (2) The product is: [Cl:2][C:3]1[CH:4]=[C:5]([N:9]2[C:13]([CH2:14][NH:15][C:33]([NH:32][C:29]3[CH:28]=[CH:27][C:26]([C:22]([OH:25])([CH2:21][OH:20])[CH2:23][OH:24])=[CH:31][CH:30]=3)=[O:34])=[CH:12][C:11]([C:16]([F:17])([F:18])[F:19])=[N:10]2)[CH:6]=[CH:7][CH:8]=1. Given the reactants Cl.[Cl:2][C:3]1[CH:4]=[C:5]([N:9]2[C:13]([CH2:14][NH2:15])=[CH:12][C:11]([C:16]([F:19])([F:18])[F:17])=[N:10]2)[CH:6]=[CH:7][CH:8]=1.[OH:20][CH2:21][C:22]([C:26]1[CH:31]=[CH:30][C:29]([NH:32][C:33](=O)[O:34]C2C=CC=CC=2)=[CH:28][CH:27]=1)([OH:25])[CH2:23][OH:24], predict the reaction product. (3) Given the reactants Br[C:2]1[CH:7]=[CH:6][C:5]([S:8]([NH:11][C:12]([CH3:15])([CH3:14])[CH3:13])(=[O:10])=[O:9])=[C:4]([Cl:16])[C:3]=1[Cl:17].C1(C)C=CC=CC=1P(C1C=CC=CC=1C)C1C=CC=CC=1C.[CH:40]([O:42]CCCC)=[CH2:41], predict the reaction product. The product is: [C:40]([C:2]1[CH:7]=[CH:6][C:5]([S:8]([NH:11][C:12]([CH3:15])([CH3:14])[CH3:13])(=[O:10])=[O:9])=[C:4]([Cl:16])[C:3]=1[Cl:17])(=[O:42])[CH3:41]. (4) Given the reactants C([O:5][C:6](=[O:40])[CH2:7][CH:8]([OH:39])[CH2:9][CH:10]([OH:38])[CH2:11][CH2:12][C:13]1[N:14]([C:31]2[CH:36]=[CH:35][C:34]([F:37])=[CH:33][CH:32]=2)[N:15]=[C:16]([C:21](=[O:30])[NH:22][CH2:23][C:24]2[CH:29]=[CH:28][CH:27]=[CH:26][CH:25]=2)[C:17]=1[CH:18]([CH3:20])[CH3:19])(C)(C)C.[OH-].[Na+:42], predict the reaction product. The product is: [Na+:42].[CH2:23]([NH:22][C:21]([C:16]1[C:17]([CH:18]([CH3:20])[CH3:19])=[C:13]([CH2:12][CH2:11][C@@H:10]([OH:38])[CH2:9][C@@H:8]([OH:39])[CH2:7][C:6]([O-:40])=[O:5])[N:14]([C:31]2[CH:36]=[CH:35][C:34]([F:37])=[CH:33][CH:32]=2)[N:15]=1)=[O:30])[C:24]1[CH:25]=[CH:26][CH:27]=[CH:28][CH:29]=1. (5) Given the reactants C(=O)([O-])[O-].[K+].[K+].C1(N2[CH2:18][CH2:17][N:16]([CH2:19][CH2:20][CH2:21][C:22]([C:24]3[CH:40]=[CH:39][C:27]4[CH2:28][CH2:29][N:30](C(=O)C(F)(F)F)[CH2:31][CH2:32][C:26]=4[CH:25]=3)=[O:23])[CH2:15][CH2:14]2)C=CC=CC=1, predict the reaction product. The product is: [C:24]1([CH:22]2[CH2:14][CH2:15][N:16]([CH2:19][CH2:20][CH2:21][C:22]([C:24]3[CH:40]=[CH:39][C:27]4[CH2:28][CH2:29][NH:30][CH2:31][CH2:32][C:26]=4[CH:25]=3)=[O:23])[CH2:17][CH2:18]2)[CH:40]=[CH:39][CH:27]=[CH:26][CH:25]=1. (6) Given the reactants [Br:1][C:2]1[N:3]=[C:4]([C:7]2[C:15]3[C:10](=[N:11][CH:12]=[CH:13][CH:14]=3)[NH:9][N:8]=2)[S:5][CH:6]=1.[H-].[Na+].Cl[C:19]([C:32]1[CH:37]=[CH:36][CH:35]=[CH:34][CH:33]=1)([C:26]1[CH:31]=[CH:30][CH:29]=[CH:28][CH:27]=1)[C:20]1[CH:25]=[CH:24][CH:23]=[CH:22][CH:21]=1, predict the reaction product. The product is: [Br:1][C:2]1[N:3]=[C:4]([C:7]2[C:15]3[C:10](=[N:11][CH:12]=[CH:13][CH:14]=3)[N:9]([C:19]([C:20]3[CH:25]=[CH:24][CH:23]=[CH:22][CH:21]=3)([C:32]3[CH:33]=[CH:34][CH:35]=[CH:36][CH:37]=3)[C:26]3[CH:27]=[CH:28][CH:29]=[CH:30][CH:31]=3)[N:8]=2)[S:5][CH:6]=1. (7) Given the reactants [H-].[Na+].[I:3][C:4]1[CH:9]=[CH:8][C:7]([OH:10])=[CH:6][CH:5]=1.[Br:11][C:12]1[CH:13]=[N:14][C:15](Cl)=[C:16]([CH:20]=1)[C:17]([OH:19])=[O:18].CC(O)=O, predict the reaction product. The product is: [Br:11][C:12]1[CH:13]=[N:14][C:15]([O:10][C:7]2[CH:8]=[CH:9][C:4]([I:3])=[CH:5][CH:6]=2)=[C:16]([CH:20]=1)[C:17]([OH:19])=[O:18]. (8) Given the reactants ClC1C=C(N2C(C3C=CC=C(OCC[CH2:22][N:23]4[CH2:27][CH2:26][CH2:25][CH2:24]4)C=3)=CC([C:28]([OH:30])=[O:29])=N2)C=CC=1.[Cl:31][C:32]1[CH:33]=[C:34]([N:38]2[C:42]([C:43]3[CH:48]=[CH:47][CH:46]=[C:45]([O:49][CH2:50][CH2:51]O)[CH:44]=3)=[CH:41][C:40]([C:53]([N:55]3[CH2:59][C:58](=[O:60])[NH:57][CH2:56]3)=[O:54])=[N:39]2)[CH:35]=[CH:36][CH:37]=1, predict the reaction product. The product is: [CH:28]([OH:30])=[O:29].[Cl:31][C:32]1[CH:33]=[C:34]([N:38]2[C:42]([C:43]3[CH:48]=[CH:47][CH:46]=[C:45]([O:49][CH2:50][CH2:51][CH2:22][N:23]4[CH2:27][CH2:26][CH2:25][CH2:24]4)[CH:44]=3)=[CH:41][C:40]([C:53]([N:55]3[CH2:59][C:58](=[O:60])[NH:57][CH2:56]3)=[O:54])=[N:39]2)[CH:35]=[CH:36][CH:37]=1. (9) Given the reactants [O:1]=[C:2]1[C:5]2([CH2:10][CH2:9][N:8]([C:11]([O:13][C:14]([CH3:17])([CH3:16])[CH3:15])=[O:12])[CH2:7][CH2:6]2)[CH2:4][NH:3]1.Cl[C:19]1[CH:26]=[CH:25][C:22]([C:23]#[N:24])=[CH:21][N:20]=1.C([O-])([O-])=O.[K+].[K+].CN(C=O)C, predict the reaction product. The product is: [C:23]([C:22]1[CH:25]=[CH:26][C:19]([N:3]2[CH2:4][C:5]3([CH2:6][CH2:7][N:8]([C:11]([O:13][C:14]([CH3:17])([CH3:16])[CH3:15])=[O:12])[CH2:9][CH2:10]3)[C:2]2=[O:1])=[N:20][CH:21]=1)#[N:24]. (10) Given the reactants Cl.Cl[CH2:3][C:4]1[CH:13]=[CH:12][C:11]([OH:14])=[C:10]2[C:5]=1[CH:6]=[CH:7][CH:8]=[N:9]2.C(N(C(C)C)CC)(C)C.[CH2:24]([N:27]1[CH2:32][CH2:31][NH:30][CH2:29][CH2:28]1)[C:25]#[CH:26], predict the reaction product. The product is: [CH2:24]([N:27]1[CH2:32][CH2:31][N:30]([CH2:3][C:4]2[CH:13]=[CH:12][C:11]([OH:14])=[C:10]3[C:5]=2[CH:6]=[CH:7][CH:8]=[N:9]3)[CH2:29][CH2:28]1)[C:25]#[CH:26].